Dataset: Forward reaction prediction with 1.9M reactions from USPTO patents (1976-2016). Task: Predict the product of the given reaction. (1) Given the reactants [F:1][C:2]1[CH:7]=[CH:6][C:5]([F:8])=[CH:4][C:3]=1[CH:9]([S:28]([C:31]1[CH:36]=[CH:35][C:34]([F:37])=[CH:33][CH:32]=1)(=[O:30])=[O:29])[C:10]1[C:11]([CH3:27])=[CH:12][C:13]([C:16]([NH:18][CH2:19][O:20][CH2:21][C:22]([O:24]CC)=[O:23])=[O:17])=[N:14][CH:15]=1.O.[OH-].[Li+].Cl, predict the reaction product. The product is: [F:1][C:2]1[CH:7]=[CH:6][C:5]([F:8])=[CH:4][C:3]=1[CH:9]([S:28]([C:31]1[CH:36]=[CH:35][C:34]([F:37])=[CH:33][CH:32]=1)(=[O:30])=[O:29])[C:10]1[C:11]([CH3:27])=[CH:12][C:13]([C:16]([NH:18][CH2:19][O:20][CH2:21][C:22]([OH:24])=[O:23])=[O:17])=[N:14][CH:15]=1. (2) The product is: [CH:15]([N:8]1[CH2:7][CH2:6][C:5]2([O:4][CH2:3][CH2:2][O:1]2)[CH2:10][CH:9]1[C:11]([O:13][CH3:14])=[O:12])=[O:16]. Given the reactants [O:1]1[C:5]2([CH2:10][CH:9]([C:11]([O:13][CH3:14])=[O:12])[NH:8][CH2:7][CH2:6]2)[O:4][CH2:3][CH2:2]1.[CH:15](OC1C=CC([N+]([O-])=O)=CC=1)=[O:16], predict the reaction product. (3) Given the reactants [C:1]1([C:7]2[CH:12]=[CH:11][C:10]([N:13]([CH2:25][C:26]3[CH:31]=[CH:30][C:29]([CH:32]([OH:39])[CH2:33][C:34]4[N:35]=[N:36][NH:37][N:38]=4)=[CH:28][CH:27]=3)[C:14]([NH:16][C:17]3[CH:22]=[C:21]([Cl:23])[CH:20]=[C:19]([Cl:24])[CH:18]=3)=[O:15])=[CH:9][CH:8]=2)[CH2:6][CH2:5][CH2:4][CH2:3][CH:2]=1.C(N(CC)CC)C.[CH3:47][S:48](Cl)(=[O:50])=[O:49].N12CCCN=C1CCCCC2, predict the reaction product. The product is: [C:1]1([C:7]2[CH:8]=[CH:9][C:10]([N:13]([CH2:25][C:26]3[CH:27]=[CH:28][C:29]([CH:32]([O:39][S:48]([CH3:47])(=[O:50])=[O:49])[CH2:33][C:34]4[N:35]=[N:36][NH:37][N:38]=4)=[CH:30][CH:31]=3)[C:14]([NH:16][C:17]3[CH:22]=[C:21]([Cl:23])[CH:20]=[C:19]([Cl:24])[CH:18]=3)=[O:15])=[CH:11][CH:12]=2)[CH2:6][CH2:5][CH2:4][CH2:3][CH:2]=1. (4) Given the reactants Cl.[F:2][C:3]1[CH:4]=[C:5]([CH:9]=[C:10]([F:12])[CH:11]=1)[C:6]([NH2:8])=[O:7].FC(F)(F)C(O)=O.C1(C)C=CC=CC=1, predict the reaction product. The product is: [F:2][C:3]1[CH:4]=[C:5]([CH:9]=[C:10]([F:12])[CH:11]=1)[C:6]([NH2:8])=[O:7]. (5) Given the reactants Cl.O1CCOCC1.C(OC([NH:15][CH2:16][C@H:17]([C:21]1[CH:26]=[CH:25][C:24]([Cl:27])=[CH:23][CH:22]=1)[C:18]([OH:20])=[O:19])=O)(C)(C)C.O1CCOCC1, predict the reaction product. The product is: [ClH:27].[NH2:15][CH2:16][C@H:17]([C:21]1[CH:22]=[CH:23][C:24]([Cl:27])=[CH:25][CH:26]=1)[C:18]([OH:20])=[O:19]. (6) Given the reactants [C:1]([O:5][C:6]([NH:8][C@H:9]1[CH2:13][CH2:12][N:11]([C:14]2[CH:19]=[CH:18][C:17]([N:20]3[CH2:24][C@H:23]([CH2:25]OS(C)(=O)=O)[O:22][C:21]3=[O:31])=[CH:16][C:15]=2[F:32])[CH2:10]1)=[O:7])([CH3:4])([CH3:3])[CH3:2].[N-:33]=[N+:34]=[N-:35].[Na+], predict the reaction product. The product is: [C:1]([O:5][C:6]([NH:8][C@H:9]1[CH2:13][CH2:12][N:11]([C:14]2[CH:19]=[CH:18][C:17]([N:20]3[CH2:24][C@H:23]([CH2:25][N:33]=[N+:34]=[N-:35])[O:22][C:21]3=[O:31])=[CH:16][C:15]=2[F:32])[CH2:10]1)=[O:7])([CH3:3])([CH3:4])[CH3:2]. (7) Given the reactants [CH2:1]([O:3][C:4]1[CH:9]=[CH:8][CH:7]=[CH:6][C:5]=1[C:10]1[C:14]2[N:15]=[C:16]([S:19][CH3:20])[N:17]=[CH:18][C:13]=2[S:12][C:11]=1[C:21]([O:23][CH3:24])=[O:22])[CH3:2].B1([O-])OO1.[OH2:29].[OH2:30].O.O.[Na+], predict the reaction product. The product is: [CH2:1]([O:3][C:4]1[CH:9]=[CH:8][CH:7]=[CH:6][C:5]=1[C:10]1[C:14]2[N:15]=[C:16]([S:19]([CH3:20])(=[O:30])=[O:29])[N:17]=[CH:18][C:13]=2[S:12][C:11]=1[C:21]([O:23][CH3:24])=[O:22])[CH3:2].